Dataset: Catalyst prediction with 721,799 reactions and 888 catalyst types from USPTO. Task: Predict which catalyst facilitates the given reaction. (1) Reactant: C([N:8]1[CH2:13][CH2:12][C:11]2([CH2:17][C:16]3[CH:18]=[C:19]([C:22]([F:25])([F:24])[F:23])[CH:20]=[CH:21][C:15]=3[O:14]2)[CH2:10][CH2:9]1)C1C=CC=CC=1.C(OC(Cl)=O)C. Product: [F:25][C:22]([F:23])([F:24])[C:19]1[CH:20]=[CH:21][C:15]2[O:14][C:11]3([CH2:10][CH2:9][NH:8][CH2:13][CH2:12]3)[CH2:17][C:16]=2[CH:18]=1. The catalyst class is: 11. (2) Reactant: Cl.C(OCC)(=O)C.[CH3:8][C:9]1[CH:14]=[C:13]([CH3:15])[CH:12]=[CH:11][C:10]=1[C:16]1[C:17]2[N:18]([C:23]([NH:28]C(=O)OC(C)(C)C)=[C:24]([CH2:26][CH3:27])[N:25]=2)[N:19]=[C:20]([CH3:22])[CH:21]=1.[OH-].[Na+]. Product: [CH3:8][C:9]1[CH:14]=[C:13]([CH3:15])[CH:12]=[CH:11][C:10]=1[C:16]1[C:17]2[N:18]([C:23]([NH2:28])=[C:24]([CH2:26][CH3:27])[N:25]=2)[N:19]=[C:20]([CH3:22])[CH:21]=1. The catalyst class is: 13.